This data is from Catalyst prediction with 721,799 reactions and 888 catalyst types from USPTO. The task is: Predict which catalyst facilitates the given reaction. (1) Reactant: [CH:1]([N:4]1[CH2:9][CH2:8][CH:7]([C:10]2[S:11][CH:12]=[C:13]([C:15]([OH:17])=O)[N:14]=2)[CH2:6][CH2:5]1)([CH3:3])[CH3:2].Cl.F[B-](F)(F)F.N1(OC(N(C)C)=[N+](C)C)C2C=CC=CC=2N=N1.[Cl:41][C:42]1[CH:48]=[CH:47][C:45]([NH2:46])=[CH:44][CH:43]=1.C(N(C(C)C)C(C)C)C. Product: [Cl:41][C:42]1[CH:48]=[CH:47][C:45]([NH:46][C:15]([C:13]2[N:14]=[C:10]([CH:7]3[CH2:6][CH2:5][N:4]([CH:1]([CH3:2])[CH3:3])[CH2:9][CH2:8]3)[S:11][CH:12]=2)=[O:17])=[CH:44][CH:43]=1. The catalyst class is: 338. (2) Reactant: [CH2:1]([O:8][C:9]([CH2:11][CH2:12][N:13]([C:19]([O:21][C:22]([CH3:25])([CH3:24])[CH3:23])=[O:20])[CH2:14][CH2:15][C:16]([OH:18])=O)=[O:10])[C:2]1[CH:7]=[CH:6][CH:5]=[CH:4][CH:3]=1.C1C=CC2N(O)N=NC=2C=1.CCN=C=NCCCN(C)C.CCN(C(C)C)C(C)C.[C:56]([O:60][C:61](=[O:79])[CH2:62][CH2:63][CH2:64][CH2:65][CH2:66][CH2:67][CH2:68][CH2:69][CH2:70][CH2:71][CH2:72][CH2:73][CH2:74][CH2:75][CH2:76][CH2:77][NH2:78])([CH3:59])([CH3:58])[CH3:57]. Product: [C:56]([O:60][C:61](=[O:79])[CH2:62][CH2:63][CH2:64][CH2:65][CH2:66][CH2:67][CH2:68][CH2:69][CH2:70][CH2:71][CH2:72][CH2:73][CH2:74][CH2:75][CH2:76][CH2:77][NH:78][C:16](=[O:18])[CH2:15][CH2:14][N:13]([CH2:12][CH2:11][C:9]([O:8][CH2:1][C:2]1[CH:3]=[CH:4][CH:5]=[CH:6][CH:7]=1)=[O:10])[C:19]([O:21][C:22]([CH3:25])([CH3:24])[CH3:23])=[O:20])([CH3:59])([CH3:57])[CH3:58]. The catalyst class is: 198. (3) Reactant: [NH2:1][C:2]1[CH:11]=[CH:10][CH:9]=[CH:8][C:3]=1[C:4]([NH:6][CH3:7])=[O:5].C(=O)([O-])[O-].[K+].[K+].[Cl:18][C:19]1[N:24]=[C:23](Cl)[C:22]([Cl:26])=[CH:21][N:20]=1. Product: [Cl:18][C:19]1[N:24]=[C:23]([NH:1][C:2]2[CH:11]=[CH:10][CH:9]=[CH:8][C:3]=2[C:4]([NH:6][CH3:7])=[O:5])[C:22]([Cl:26])=[CH:21][N:20]=1. The catalyst class is: 9. (4) Reactant: [CH2:1]([NH:5][C:6]([C:8]1[CH:13]=[CH:12][C:11]([C:14]2[C:19]([C:20]#[N:21])=[CH:18][C:17]([O:22]C)=[C:16]([OH:24])[C:15]=2[C:25]#[N:26])=[CH:10][CH:9]=1)=[O:7])[CH2:2][CH2:3][CH3:4].B(Br)(Br)Br.CO. Product: [CH2:1]([NH:5][C:6]([C:8]1[CH:13]=[CH:12][C:11]([C:14]2[C:19]([C:20]#[N:21])=[CH:18][C:17]([OH:22])=[C:16]([OH:24])[C:15]=2[C:25]#[N:26])=[CH:10][CH:9]=1)=[O:7])[CH2:2][CH2:3][CH3:4]. The catalyst class is: 2. (5) Reactant: [Cl:1][C:2]1[CH:7]=[CH:6][C:5]([S:8][C:9]2[NH:13][C:12]([C:14]3[CH:19]=[CH:18][CH:17]=[CH:16][CH:15]=3)=[N:11][C:10]=2[C:20]2[CH:27]=[CH:26][C:23]([C:24]#[N:25])=[CH:22][CH:21]=2)=[CH:4][CH:3]=1.[H-].[Na+].[CH2:30](I)[CH3:31]. Product: [Cl:1][C:2]1[CH:7]=[CH:6][C:5]([S:8][C:9]2[N:13]([CH2:30][CH3:31])[C:12]([C:14]3[CH:19]=[CH:18][CH:17]=[CH:16][CH:15]=3)=[N:11][C:10]=2[C:20]2[CH:21]=[CH:22][C:23]([C:24]#[N:25])=[CH:26][CH:27]=2)=[CH:4][CH:3]=1. The catalyst class is: 1. (6) Reactant: [CH3:1][NH:2][C:3]1[C:8]([N+:9]([O-])=O)=[CH:7][CH:6]=[C:5]([C:12]2[CH:21]=[CH:20][C:19]3[C:14](=[CH:15][CH:16]=[CH:17][CH:18]=3)[CH:13]=2)[N:4]=1. Product: [CH3:1][NH:2][C:3]1[C:8]([NH2:9])=[CH:7][CH:6]=[C:5]([C:12]2[CH:21]=[CH:20][C:19]3[C:14](=[CH:15][CH:16]=[CH:17][CH:18]=3)[CH:13]=2)[N:4]=1. The catalyst class is: 19. (7) Reactant: [N:1]1[C:10]2[C:5](=[CH:6][CH:7]=[CH:8][C:9]=2[C:11]([OH:13])=O)[CH:4]=[CH:3][CH:2]=1.C1(N=C=N)CCCCC1.O.ON1C2C=CC=CC=2N=N1.[N:34]1([CH2:40][CH2:41][CH2:42][O:43][C:44]2[CH:49]=[CH:48][C:47]([N:50]3[CH2:55][CH2:54][NH:53][CH2:52][CH2:51]3)=[CH:46][CH:45]=2)[CH2:39][CH2:38][CH2:37][CH2:36][CH2:35]1. Product: [N:34]1([CH2:40][CH2:41][CH2:42][O:43][C:44]2[CH:49]=[CH:48][C:47]([N:50]3[CH2:51][CH2:52][N:53]([C:11]([C:9]4[CH:8]=[CH:7][CH:6]=[C:5]5[C:10]=4[N:1]=[CH:2][CH:3]=[CH:4]5)=[O:13])[CH2:54][CH2:55]3)=[CH:46][CH:45]=2)[CH2:39][CH2:38][CH2:37][CH2:36][CH2:35]1. The catalyst class is: 4.